Task: Predict the reaction yield, written as a fraction of the theoretical maximum amount of product (1.0 means a 100% yield; for example, 0.34 means a 34% yield).. Dataset: Reaction yield outcomes from USPTO patents with 853,638 reactions The reactants are [CH:1]([C:4]1[CH:13]=[C:12]2[C:7]([C:8](=O)[C:9]([C:14]([O:16][CH2:17][CH3:18])=[O:15])=[CH:10][NH:11]2)=[CH:6][CH:5]=1)([CH3:3])[CH3:2].P(Cl)(Cl)([Cl:22])=O. No catalyst specified. The product is [Cl:22][C:8]1[C:7]2[C:12](=[CH:13][C:4]([CH:1]([CH3:3])[CH3:2])=[CH:5][CH:6]=2)[N:11]=[CH:10][C:9]=1[C:14]([O:16][CH2:17][CH3:18])=[O:15]. The yield is 0.980.